Task: Regression. Given a peptide amino acid sequence and an MHC pseudo amino acid sequence, predict their binding affinity value. This is MHC class I binding data.. Dataset: Peptide-MHC class I binding affinity with 185,985 pairs from IEDB/IMGT (1) The peptide sequence is HPVHAGPIA. The MHC is HLA-B54:01 with pseudo-sequence HLA-B54:01. The binding affinity (normalized) is 0.815. (2) The peptide sequence is ESFDAWNNTV. The MHC is Mamu-A2201 with pseudo-sequence Mamu-A2201. The binding affinity (normalized) is 0. (3) The peptide sequence is ALYRRIQRR. The MHC is HLA-B54:01 with pseudo-sequence HLA-B54:01. The binding affinity (normalized) is 0. (4) The peptide sequence is TLLCGAATA. The MHC is HLA-A02:16 with pseudo-sequence HLA-A02:16. The binding affinity (normalized) is 0.626. (5) The peptide sequence is GLSTERVRE. The MHC is HLA-A01:01 with pseudo-sequence HLA-A01:01. The binding affinity (normalized) is 0.